Dataset: Full USPTO retrosynthesis dataset with 1.9M reactions from patents (1976-2016). Task: Predict the reactants needed to synthesize the given product. (1) Given the product [CH2:2]([O:9][C:10]1[C:11]([NH:17][C:18]2[S:19][CH:20]=[C:21]([CH3:23])[N:22]=2)=[N:12][CH:13]=[C:14]([S:32][CH3:31])[CH:15]=1)[C:3]1[CH:8]=[CH:7][CH:6]=[CH:5][CH:4]=1, predict the reactants needed to synthesize it. The reactants are: Cl.[CH2:2]([O:9][C:10]1[C:11]([NH:17][C:18]2[S:19][CH:20]=[C:21]([CH3:23])[N:22]=2)=[N:12][CH:13]=[C:14](Br)[CH:15]=1)[C:3]1[CH:8]=[CH:7][CH:6]=[CH:5][CH:4]=1.[Li]C.C([Li])CCC.[CH3:31][S:32]SC.[Cl-].[NH4+]. (2) Given the product [CH3:9][C:3]1[C:4]([CH3:8])=[CH:5][CH:6]=[CH:7][C:2]=1[N:10]1[C:18]2[C:13](=[CH:14][CH:15]=[CH:16][C:17]=2[CH2:19][N:20]2[CH2:21][CH2:22][CH:23]([C:26]3[CH:27]=[C:28]([NH:32][C:33](=[O:37])[CH:34]([CH3:35])[CH3:36])[CH:29]=[CH:30][CH:31]=3)[CH2:24][CH2:25]2)[CH:12]=[CH:11]1, predict the reactants needed to synthesize it. The reactants are: I[C:2]1[CH:7]=[CH:6][CH:5]=[C:4]([CH3:8])[C:3]=1[CH3:9].[NH:10]1[C:18]2[C:13](=[CH:14][CH:15]=[CH:16][C:17]=2[CH2:19][N:20]2[CH2:25][CH2:24][CH:23]([C:26]3[CH:27]=[C:28]([NH:32][C:33](=[O:37])[CH:34]([CH3:36])[CH3:35])[CH:29]=[CH:30][CH:31]=3)[CH2:22][CH2:21]2)[CH:12]=[CH:11]1. (3) Given the product [ClH:1].[CH2:4]([N:3]1[C:27]([CH3:40])=[CH:28][C:29](=[O:39])[C:30]([O:31][CH2:32][C:33]2[CH:34]=[CH:35][CH:36]=[CH:37][CH:38]=2)=[C:25]1[CH2:24][O:23][CH3:22])[CH3:5], predict the reactants needed to synthesize it. The reactants are: [ClH:1].C[N:3]1C(C)=C(C)C(=O)[C:5](OCC2C=CC=CC=2)=[C:4]1OC.[CH3:22][O:23][CH2:24][C:25]1O[C:27]([CH3:40])=[CH:28][C:29](=[O:39])[C:30]=1[O:31][CH2:32][C:33]1[CH:38]=[CH:37][CH:36]=[CH:35][CH:34]=1.C(N)C. (4) Given the product [CH3:19][O:20][C:21]1[CH:26]=[C:25]([C:2]2[CH:3]=[N:4][CH:5]=[C:6]([NH:8][C@H:9]3[C:18]4[C:13](=[CH:14][CH:15]=[CH:16][CH:17]=4)[CH2:12][CH2:11][CH2:10]3)[N:7]=2)[CH:24]=[CH:23][C:22]=1[OH:36], predict the reactants needed to synthesize it. The reactants are: Cl[C:2]1[N:7]=[C:6]([NH:8][C@H:9]2[C:18]3[C:13](=[CH:14][CH:15]=[CH:16][CH:17]=3)[CH2:12][CH2:11][CH2:10]2)[CH:5]=[N:4][CH:3]=1.[CH3:19][O:20][C:21]1[CH:26]=[C:25](B2OC(C)(C)C(C)(C)O2)[CH:24]=[CH:23][C:22]=1[OH:36]. (5) Given the product [Cl:15][C:12]1[CH:13]=[CH:14][C:5]([CH2:4][C:3]([OH:29])=[O:2])=[C:6]2[C:11]=1[N:10]=[C:9]([CH3:16])[C:8]([CH2:17][C:18]1[CH:19]=[CH:20][C:21]([S:24]([CH3:27])(=[O:25])=[O:26])=[CH:22][CH:23]=1)=[C:7]2[CH3:28], predict the reactants needed to synthesize it. The reactants are: C[O:2][C:3](=[O:29])[CH2:4][C:5]1[CH:14]=[CH:13][C:12]([Cl:15])=[C:11]2[C:6]=1[C:7]([CH3:28])=[C:8]([CH2:17][C:18]1[CH:23]=[CH:22][C:21]([S:24]([CH3:27])(=[O:26])=[O:25])=[CH:20][CH:19]=1)[C:9]([CH3:16])=[N:10]2.CO.[OH-].[Na+]. (6) Given the product [C:1]([CH2:7][CH2:8][CH2:9][CH2:10][CH2:11][CH2:12][O:13][C:14]1[CH:19]=[CH:18][C:17]([C@H:20]2[CH2:37][C@@:35]3([CH3:36])[C@@H:31]([CH2:32][CH2:33][C@@H:34]3[OH:38])[C@H:30]3[C@H:21]2[C:22]2[CH:23]=[CH:24][C:25]([OH:39])=[CH:26][C:27]=2[CH2:28][CH2:29]3)=[CH:16][CH:15]=1)(=[S:3])[CH3:2], predict the reactants needed to synthesize it. The reactants are: [C:1]([O-])(=[S:3])[CH3:2].[K+].I[CH2:7][CH2:8][CH2:9][CH2:10][CH2:11][CH2:12][O:13][C:14]1[CH:19]=[CH:18][C:17]([C@H:20]2[CH2:37][C@@:35]3([CH3:36])[C@@H:31]([CH2:32][CH2:33][C@@H:34]3[OH:38])[C@H:30]3[C@H:21]2[C:22]2[CH:23]=[CH:24][C:25]([OH:39])=[CH:26][C:27]=2[CH2:28][CH2:29]3)=[CH:16][CH:15]=1. (7) Given the product [NH2:1][C:2]1[CH:7]=[C:6](/[CH:43]=[CH:42]/[N:44]2[C:45](=[O:54])[C:46]3[C:47](=[CH:50][CH:51]=[CH:52][CH:53]=3)[C:48]2=[O:49])[CH:5]=[C:4]([C:9]([F:12])([F:11])[F:10])[CH:3]=1, predict the reactants needed to synthesize it. The reactants are: [NH2:1][C:2]1[CH:3]=[C:4]([C:9]([F:12])([F:11])[F:10])[CH:5]=[C:6](Br)[CH:7]=1.CC1C=CC=CC=1P(C1C=CC=CC=1C)C1C=CC=CC=1C.C(N(CC)CC)C.[CH:42]([N:44]1[C:48](=[O:49])[C:47]2=[CH:50][CH:51]=[CH:52][CH:53]=[C:46]2[C:45]1=[O:54])=[CH2:43].